Dataset: Catalyst prediction with 721,799 reactions and 888 catalyst types from USPTO. Task: Predict which catalyst facilitates the given reaction. (1) Reactant: CO[CH:3](OC)[CH2:4][NH:5][C:6](=[O:16])[CH2:7][C:8]1[CH:13]=[CH:12][CH:11]=[C:10]([O:14][CH3:15])[CH:9]=1.Cl. Product: [CH3:15][O:14][C:10]1[CH:11]=[CH:12][C:13]2[CH:3]=[CH:4][NH:5][C:6](=[O:16])[CH2:7][C:8]=2[CH:9]=1. The catalyst class is: 15. (2) Reactant: [CH3:1][C:2]1[S:6][C:5]([NH2:7])=[N:4][N:3]=1.Br[C:9]1[C:10](=[O:17])[N:11]([CH3:16])[CH:12]=[C:13]([Br:15])[CH:14]=1.CC1(C)C2C(=C(P(C3C=CC=CC=3)C3C=CC=CC=3)C=CC=2)OC2C(P(C3C=CC=CC=3)C3C=CC=CC=3)=CC=CC1=2.C([O-])([O-])=O.[Cs+].[Cs+]. Product: [Br:15][C:13]1[CH:14]=[C:9]([NH:7][C:5]2[S:6][C:2]([CH3:1])=[N:3][N:4]=2)[C:10](=[O:17])[N:11]([CH3:16])[CH:12]=1. The catalyst class is: 102. (3) Product: [CH2:1]([O:8][C:9]1[CH:10]=[CH:11][C:12]([C:15]2[NH:16][C:17]3[N:18]([N:28]=[C:29]([C:31]#[N:33])[CH:30]=3)[C:19](=[O:27])[C:20]=2[CH:21]2[CH2:22][CH2:23][CH2:24][CH2:25][CH2:26]2)=[CH:13][CH:14]=1)[C:2]1[CH:7]=[CH:6][CH:5]=[CH:4][CH:3]=1. Reactant: [CH2:1]([O:8][C:9]1[CH:14]=[CH:13][C:12]([C:15]2[NH:16][C:17]3[N:18]([N:28]=[C:29]([C:31]([NH2:33])=O)[CH:30]=3)[C:19](=[O:27])[C:20]=2[CH:21]2[CH2:26][CH2:25][CH2:24][CH2:23][CH2:22]2)=[CH:11][CH:10]=1)[C:2]1[CH:7]=[CH:6][CH:5]=[CH:4][CH:3]=1.C(N(CC)CC)C.FC(F)(F)C(OC(=O)C(F)(F)F)=O. The catalyst class is: 4. (4) Reactant: [Cl:1][C:2]1[N:7]=[C:6](Cl)[C:5]([CH3:9])=[CH:4][N:3]=1.[NH2:10][C:11]1[CH:21]=[CH:20][CH:19]=[CH:18][C:12]=1[C:13]([O:15][CH2:16][CH3:17])=[O:14].C(N(C(C)C)CC)(C)C. Product: [Cl:1][C:2]1[N:7]=[C:6]([NH:10][C:11]2[CH:21]=[CH:20][CH:19]=[CH:18][C:12]=2[C:13]([O:15][CH2:16][CH3:17])=[O:14])[C:5]([CH3:9])=[CH:4][N:3]=1. The catalyst class is: 8. (5) Reactant: [NH:1]1[C:9]2[C:4](=[CH:5][CH:6]=[CH:7][CH:8]=2)[CH:3]=[C:2]1[C:10]([O:12][CH2:13][CH3:14])=[O:11].[H-].[Na+].I[CH3:18]. Product: [CH3:18][N:1]1[C:9]2[C:4](=[CH:5][CH:6]=[CH:7][CH:8]=2)[CH:3]=[C:2]1[C:10]([O:12][CH2:13][CH3:14])=[O:11]. The catalyst class is: 3. (6) Reactant: C([O:5][C:6](=[O:43])[CH2:7][CH2:8][NH:9][C:10](=[O:42])[C:11]1[CH:16]=[CH:15][C:14]([O:17][CH2:18][CH:19]([C:26]2[CH:27]=[N:28][C:29]([C:32]3[CH:37]=[CH:36][C:35]([C:38]([F:41])([F:40])[F:39])=[CH:34][CH:33]=3)=[CH:30][CH:31]=2)[CH2:20][CH2:21][CH2:22][CH2:23][CH2:24][CH3:25])=[CH:13][CH:12]=1)(C)(C)C.[OH-].[Na+].Cl. Product: [F:40][C:38]([F:39])([F:41])[C:35]1[CH:34]=[CH:33][C:32]([C:29]2[N:28]=[CH:27][C:26]([CH:19]([CH2:20][CH2:21][CH2:22][CH2:23][CH2:24][CH3:25])[CH2:18][O:17][C:14]3[CH:15]=[CH:16][C:11]([C:10]([NH:9][CH2:8][CH2:7][C:6]([OH:43])=[O:5])=[O:42])=[CH:12][CH:13]=3)=[CH:31][CH:30]=2)=[CH:37][CH:36]=1. The catalyst class is: 1. (7) Reactant: CS[C:3]([NH:9][C:10]1[CH:15]=[CH:14][CH:13]=[CH:12][CH:11]=1)=[C:4]([C:7]#[N:8])[C:5]#[N:6].C(O)(=O)C(O)=O.[CH2:22]([NH:24][NH2:25])[CH3:23].C(N(CC)CC)C. Product: [NH2:6][C:5]1[N:24]([CH2:22][CH3:23])[N:25]=[C:3]([NH:9][C:10]2[CH:15]=[CH:14][CH:13]=[CH:12][CH:11]=2)[C:4]=1[C:7]#[N:8]. The catalyst class is: 8.